This data is from Forward reaction prediction with 1.9M reactions from USPTO patents (1976-2016). The task is: Predict the product of the given reaction. (1) Given the reactants C(O[CH:4]=[C:5]([C:8]#[N:9])[C:6]#[N:7])C.[Br:10][C:11]1[CH:16]=[CH:15][CH:14]=[C:13]([Br:17])[C:12]=1[NH:18][NH2:19], predict the reaction product. The product is: [NH2:9][C:8]1[N:18]([C:12]2[C:11]([Br:10])=[CH:16][CH:15]=[CH:14][C:13]=2[Br:17])[N:19]=[CH:4][C:5]=1[C:6]#[N:7]. (2) Given the reactants [Br:1][C:2]1[CH:7]=[CH:6][C:5]([N:8]=[C:9]=[S:10])=[CH:4][C:3]=1[O:11][CH3:12].[NH3:13], predict the reaction product. The product is: [Br:1][C:2]1[CH:7]=[CH:6][C:5]([NH:8][C:9]([NH2:13])=[S:10])=[CH:4][C:3]=1[O:11][CH3:12]. (3) Given the reactants [CH:1]1([C:6]2[CH:11]=[C:10]([F:12])[CH:9]=[CH:8][C:7]=2[OH:13])[CH2:5][CH2:4][CH2:3][CH2:2]1.C(N(CC)CC)C.Cl[C:22]([O:24][CH3:25])=[O:23], predict the reaction product. The product is: [C:22](=[O:23])([O:24][CH3:25])[O:13][C:7]1[CH:8]=[CH:9][C:10]([F:12])=[CH:11][C:6]=1[CH:1]1[CH2:2][CH2:3][CH2:4][CH2:5]1.